Dataset: Full USPTO retrosynthesis dataset with 1.9M reactions from patents (1976-2016). Task: Predict the reactants needed to synthesize the given product. (1) Given the product [CH3:33][NH:34][C:35]([NH:30][C:27]1[CH:26]=[CH:25][C:24]([C:20]2[CH:21]=[CH:22][CH:23]=[C:18]([C:9]3[C:10]4[C:5](=[CH:4][C:3]([O:2][CH3:1])=[C:12]5[O:13][C:14]([CH3:17])([CH3:16])[CH2:15][C:11]5=4)[CH2:6][C:7]([CH3:32])([CH3:31])[N:8]=3)[CH:19]=2)=[CH:29][CH:28]=1)=[O:36], predict the reactants needed to synthesize it. The reactants are: [CH3:1][O:2][C:3]1[CH:4]=[C:5]2[C:10](=[C:11]3[CH2:15][C:14]([CH3:17])([CH3:16])[O:13][C:12]=13)[C:9]([C:18]1[CH:19]=[C:20]([C:24]3[CH:29]=[CH:28][C:27]([NH2:30])=[CH:26][CH:25]=3)[CH:21]=[CH:22][CH:23]=1)=[N:8][C:7]([CH3:32])([CH3:31])[CH2:6]2.[CH3:33][N:34]=[C:35]=[O:36]. (2) Given the product [CH3:14][O:13][C:9]1[C:10]([CH3:12])=[CH:11][C:6]([CH2:5][OH:4])=[N:7][CH:8]=1, predict the reactants needed to synthesize it. The reactants are: C([O:4][CH2:5][C:6]1[CH:11]=[C:10]([CH3:12])[C:9]([O:13][CH3:14])=[CH:8][N:7]=1)(=O)C.[OH-].[Na+].